Dataset: Reaction yield outcomes from USPTO patents with 853,638 reactions. Task: Predict the reaction yield, written as a fraction of the theoretical maximum amount of product (1.0 means a 100% yield; for example, 0.34 means a 34% yield). The reactants are [OH-].[Li+].[CH3:3][O:4][C:5]1[CH:10]=[CH:9][C:8]([C:11]2[CH:16]=[CH:15][C:14]([C:17]([O:19]C)=[O:18])=[C:13]([N+:21]([O-:23])=[O:22])[CH:12]=2)=[CH:7][CH:6]=1.CO.O. The catalyst is C1COCC1. The product is [CH3:3][O:4][C:5]1[CH:6]=[CH:7][C:8]([C:11]2[CH:16]=[CH:15][C:14]([C:17]([OH:19])=[O:18])=[C:13]([N+:21]([O-:23])=[O:22])[CH:12]=2)=[CH:9][CH:10]=1. The yield is 0.640.